From a dataset of Forward reaction prediction with 1.9M reactions from USPTO patents (1976-2016). Predict the product of the given reaction. (1) The product is: [Cl:9][C:10]1[CH:11]=[C:12]([NH:17][C:18]2[N:22]=[C:21]([NH:23][CH2:7][C:5]3[CH:6]=[N:1][CH:2]=[N:3][CH:4]=3)[NH:20][N:19]=2)[CH:13]=[C:14]([Cl:16])[CH:15]=1. Given the reactants [N:1]1[CH:6]=[C:5]([CH:7]=O)[CH:4]=[N:3][CH:2]=1.[Cl:9][C:10]1[CH:11]=[C:12]([NH:17][C:18]2[N:22]=[C:21]([NH2:23])[NH:20][N:19]=2)[CH:13]=[C:14]([Cl:16])[CH:15]=1.ClC1C=C(N=C=S)C=C(Cl)C=1C#N, predict the reaction product. (2) Given the reactants [H-].[Na+].[CH3:3][C:4]([CH3:17])([CH3:16])[C:5]([NH:7][C:8]1[CH:15]=[CH:14][C:11]([C:12]#[N:13])=[CH:10][CH:9]=1)=[O:6].[CH3:18]I, predict the reaction product. The product is: [CH3:18][N:7]([C:5](=[O:6])[C:4]([CH3:17])([CH3:16])[CH3:3])[C:8]1[CH:15]=[CH:14][C:11]([C:12]#[N:13])=[CH:10][CH:9]=1. (3) Given the reactants [C:1]([O:5][C:6](=[O:31])[CH2:7][N:8]1[C:16]2[C:11](=[CH:12][CH:13]=[CH:14][CH:15]=2)[C:10]([CH:17]=[N:18][S:19]([CH:22]=[CH:23][C:24]2[CH:29]=[CH:28][CH:27]=[CH:26][CH:25]=2)(=[O:21])=[O:20])=[C:9]1[CH3:30])([CH3:4])([CH3:3])[CH3:2].[CH:32]([Mg]Br)=[CH2:33], predict the reaction product. The product is: [C:1]([O:5][C:6](=[O:31])[CH2:7][N:8]1[C:16]2[C:11](=[CH:12][CH:13]=[CH:14][CH:15]=2)[C:10]([CH:17]([NH:18][S:19]([CH:22]=[CH:23][C:24]2[CH:29]=[CH:28][CH:27]=[CH:26][CH:25]=2)(=[O:21])=[O:20])[CH:32]=[CH2:33])=[C:9]1[CH3:30])([CH3:4])([CH3:3])[CH3:2]. (4) Given the reactants Cl.[CH3:2][C:3]1[C:7]2[CH:8]=[CH:9][CH:10]=[CH:11][C:6]=2[O:5][C:4]=1[CH:12]1[CH2:15][NH:14][CH2:13]1.Cl.[O:17]=[C:18]1[NH:27][C:26]2[N:25]=[CH:24][C:23](/[CH:28]=[CH:29]/[C:30](O)=[O:31])=[CH:22][C:21]=2[CH2:20][CH2:19]1.CCN=C=NCCCN(C)C.Cl.C1C=NC2N(O)N=NC=2C=1.C(N(CC)C(C)C)(C)C, predict the reaction product. The product is: [CH3:2][C:3]1[C:7]2[CH:8]=[CH:9][CH:10]=[CH:11][C:6]=2[O:5][C:4]=1[CH:12]1[CH2:13][N:14]([C:30](=[O:31])/[CH:29]=[CH:28]/[C:23]2[CH:22]=[C:21]3[C:26](=[N:25][CH:24]=2)[NH:27][C:18](=[O:17])[CH2:19][CH2:20]3)[CH2:15]1. (5) Given the reactants [CH3:1][O:2][C:3](=[O:19])[C:4](=[C:6]1[CH2:11][CH2:10][N:9](C(OC(C)(C)C)=O)[CH2:8][CH2:7]1)[CH3:5].[ClH:20].O1CCOC[CH2:22]1, predict the reaction product. The product is: [ClH:20].[NH:9]1[CH2:10][CH2:11][C:6](=[C:4]([CH3:5])[C:3]([O:2][CH2:1][CH3:22])=[O:19])[CH2:7][CH2:8]1. (6) Given the reactants [Br:1][C:2]1[CH:3]=[CH:4][C:5](I)=[N:6][CH:7]=1.[C:9]1([CH3:15])[CH:14]=[CH:13][CH:12]=[CH:11][CH:10]=1, predict the reaction product. The product is: [Br:1][C:2]1[CH:3]=[CH:4][C:5]([C:10]2[CH:11]=[CH:12][CH:13]=[CH:14][C:9]=2[CH3:15])=[N:6][CH:7]=1.